Dataset: NCI-60 drug combinations with 297,098 pairs across 59 cell lines. Task: Regression. Given two drug SMILES strings and cell line genomic features, predict the synergy score measuring deviation from expected non-interaction effect. (1) Drug 1: C1=CN(C=N1)CC(O)(P(=O)(O)O)P(=O)(O)O. Drug 2: CS(=O)(=O)OCCCCOS(=O)(=O)C. Cell line: OVCAR3. Synergy scores: CSS=2.24, Synergy_ZIP=5.17, Synergy_Bliss=12.3, Synergy_Loewe=-0.0632, Synergy_HSA=1.24. (2) Drug 1: CC1=C2C(C(=O)C3(C(CC4C(C3C(C(C2(C)C)(CC1OC(=O)C(C(C5=CC=CC=C5)NC(=O)C6=CC=CC=C6)O)O)OC(=O)C7=CC=CC=C7)(CO4)OC(=O)C)O)C)OC(=O)C. Drug 2: CCN(CC)CCCC(C)NC1=C2C=C(C=CC2=NC3=C1C=CC(=C3)Cl)OC. Cell line: SK-MEL-5. Synergy scores: CSS=32.5, Synergy_ZIP=-4.71, Synergy_Bliss=-7.27, Synergy_Loewe=-39.2, Synergy_HSA=-6.93.